Dataset: Catalyst prediction with 721,799 reactions and 888 catalyst types from USPTO. Task: Predict which catalyst facilitates the given reaction. (1) Product: [ClH:1].[NH2:16][CH2:17][C@H:18]1[CH2:23][CH2:22][C@H:21]([C:24]([NH:26][C@@H:27]([CH2:28][C:29]2[CH:34]=[CH:33][C:32]([C:35]3[CH:40]=[CH:39][CH:38]=[C:37]([C:41]([N:43]4[CH2:48][CH2:47][NH:46][CH2:45][CH2:44]4)=[O:42])[C:36]=3[F:56])=[CH:31][CH:30]=2)[C:57](=[O:70])[NH:58][C:59]2[CH:64]=[CH:63][C:62]([C:65]3[N:69]=[N:68][NH:67][N:66]=3)=[CH:61][CH:60]=2)=[O:25])[CH2:20][CH2:19]1. The catalyst class is: 12. Reactant: [ClH:1].FC(F)(F)C(O)=O.C(OC([NH:16][CH2:17][C@H:18]1[CH2:23][CH2:22][C@H:21]([C:24]([NH:26][C@H:27]([C:57](=[O:70])[NH:58][C:59]2[CH:64]=[CH:63][C:62]([C:65]3[N:66]=[N:67][NH:68][N:69]=3)=[CH:61][CH:60]=2)[CH2:28][C:29]2[CH:34]=[CH:33][C:32]([C:35]3[CH:40]=[CH:39][CH:38]=[C:37]([C:41]([N:43]4[CH2:48][CH2:47][N:46](C(OC(C)(C)C)=O)[CH2:45][CH2:44]4)=[O:42])[C:36]=3[F:56])=[CH:31][CH:30]=2)=[O:25])[CH2:20][CH2:19]1)=O)(C)(C)C. (2) Reactant: [CH:1]([O:4][C:5]1[N:10]=[C:9]([C:11]2[C:19]3[C:14](=[CH:15][CH:16]=[C:17]([C:20]4[N:24]=[C:23]([NH2:25])[S:22][N:21]=4)[CH:18]=3)[N:13](S(C3C=CC(C)=CC=3)(=O)=O)[CH:12]=2)[CH:8]=[CH:7][CH:6]=1)([CH3:3])[CH3:2].[OH-].[Na+]. Product: [CH:1]([O:4][C:5]1[N:10]=[C:9]([C:11]2[C:19]3[C:14](=[CH:15][CH:16]=[C:17]([C:20]4[N:24]=[C:23]([NH2:25])[S:22][N:21]=4)[CH:18]=3)[NH:13][CH:12]=2)[CH:8]=[CH:7][CH:6]=1)([CH3:3])[CH3:2]. The catalyst class is: 12. (3) The catalyst class is: 10. Reactant: [CH2:1]([NH:5][C:6]1[N:10]2[CH:11]=[CH:12][CH:13]=[CH:14][C:9]2=[N:8][C:7]=1[CH:15]([CH3:17])[CH3:16])[CH2:2][CH2:3][CH3:4].[C:18](Cl)(=[O:20])[CH3:19].C([O-])([O-])=O.[K+].[K+]. Product: [CH2:1]([N:5]([C:6]1[N:10]2[CH:11]=[CH:12][CH:13]=[CH:14][C:9]2=[N:8][C:7]=1[CH:15]([CH3:16])[CH3:17])[C:18](=[O:20])[CH3:19])[CH2:2][CH2:3][CH3:4]. (4) The catalyst class is: 1. Product: [Br:1][C:2]1[C:3]([CH3:8])=[N:4][O:5][C:6]=1[NH:7][S:26]([C:18]1[C:19]2[CH:25]=[CH:24][CH:23]=[CH:22][C:20]=2[S:21][C:17]=1[CH2:16][C:15]1[CH:30]=[CH:31][C:32]2[O:33][CH2:11][O:12][C:13]=2[CH:14]=1)(=[O:28])=[O:27]. Reactant: [Br:1][C:2]1[C:3]([CH3:8])=[N:4][O:5][C:6]=1[NH2:7].[H-].[Na+].[CH2:11]1[O:33][C:32]2[CH:31]=[CH:30][C:15]([CH2:16][C:17]3[S:21][C:20]4[CH:22]=[CH:23][CH:24]=[CH:25][C:19]=4[C:18]=3[S:26](Cl)(=[O:28])=[O:27])=[CH:14][C:13]=2[O:12]1. (5) Reactant: C[O:2][C:3](=[O:43])[CH:4]([NH:35][C:36]([O:38][C:39]([CH3:42])([CH3:41])[CH3:40])=[O:37])[CH2:5][S:6][CH2:7][C:8]1[CH:13]=[CH:12][C:11]([C:14]2[CH:19]=[CH:18][CH:17]=[C:16]([CH2:20][N:21]3[C:30]4[C:25](=[CH:26][CH:27]=[C:28]([C:31]([F:34])([F:33])[F:32])[CH:29]=4)[CH2:24][CH2:23][CH2:22]3)[CH:15]=2)=[CH:10][CH:9]=1.[OH-].[Na+].Cl. Product: [C:39]([O:38][C:36]([NH:35][CH:4]([CH2:5][S:6][CH2:7][C:8]1[CH:9]=[CH:10][C:11]([C:14]2[CH:19]=[CH:18][CH:17]=[C:16]([CH2:20][N:21]3[C:30]4[C:25](=[CH:26][CH:27]=[C:28]([C:31]([F:33])([F:34])[F:32])[CH:29]=4)[CH2:24][CH2:23][CH2:22]3)[CH:15]=2)=[CH:12][CH:13]=1)[C:3]([OH:43])=[O:2])=[O:37])([CH3:42])([CH3:40])[CH3:41]. The catalyst class is: 36. (6) Reactant: [CH2:1]([Li])[CH2:2][CH2:3][CH3:4].C(NC(C)C)(C)C.[Cl:13][C:14]([Cl:25])([Cl:24])[C@H:15]1[O:22][C:21](=[O:23])[C@H]2[N:16]1[CH2:17]CC2.IC. Product: [CH3:4][C@@:3]12[CH2:2][CH2:1][CH2:17][N:16]1[C@@H:15]([C:14]([Cl:25])([Cl:24])[Cl:13])[O:22][C:21]2=[O:23]. The catalyst class is: 30.